From a dataset of Peptide-MHC class II binding affinity with 134,281 pairs from IEDB. Regression. Given a peptide amino acid sequence and an MHC pseudo amino acid sequence, predict their binding affinity value. This is MHC class II binding data. The peptide sequence is LIIMDEAHFTDPASI. The MHC is DRB5_0101 with pseudo-sequence DRB5_0101. The binding affinity (normalized) is 0.135.